From a dataset of Reaction yield outcomes from USPTO patents with 853,638 reactions. Predict the reaction yield, written as a fraction of the theoretical maximum amount of product (1.0 means a 100% yield; for example, 0.34 means a 34% yield). (1) The reactants are [Cl:1][C:2]1[C:7]([F:8])=[C:6]([N+:9]([O-:11])=[O:10])[CH:5]=[CH:4][C:3]=1F.[CH2:13]([OH:20])[C:14]1[CH:19]=[CH:18][CH:17]=[CH:16][CH:15]=1.C([O-])([O-])=O.[K+].[K+].O. The catalyst is CN(C=O)C. The product is [CH2:13]([O:20][C:3]1[CH:4]=[CH:5][C:6]([N+:9]([O-:11])=[O:10])=[C:7]([F:8])[C:2]=1[Cl:1])[C:14]1[CH:19]=[CH:18][CH:17]=[CH:16][CH:15]=1. The yield is 0.390. (2) The reactants are [Cl:1][C:2]1[CH:3]=[CH:4][C:5]([O:31][CH2:32][C:33]2[CH:38]=[CH:37][CH:36]=[CH:35][CH:34]=2)=[C:6]([C:8]2[N:9]([C:14]3[CH:15]=[C:16]([CH:28]=[CH:29][CH:30]=3)[C:17]([NH:19][C@@H:20]([C:22]3[CH:27]=[CH:26][CH:25]=[CH:24][CH:23]=3)[CH3:21])=[O:18])[C:10]([CH3:13])=[CH:11][CH:12]=2)[CH:7]=1.[H-].[Na+].[CH3:41]I. The catalyst is CN(C=O)C. The product is [Cl:1][C:2]1[CH:3]=[CH:4][C:5]([O:31][CH2:32][C:33]2[CH:34]=[CH:35][CH:36]=[CH:37][CH:38]=2)=[C:6]([C:8]2[N:9]([C:14]3[CH:15]=[C:16]([CH:28]=[CH:29][CH:30]=3)[C:17]([N:19]([CH3:41])[C@@H:20]([C:22]3[CH:27]=[CH:26][CH:25]=[CH:24][CH:23]=3)[CH3:21])=[O:18])[C:10]([CH3:13])=[CH:11][CH:12]=2)[CH:7]=1. The yield is 0.820. (3) The reactants are [Si:1]([O:8][CH2:9][C@@H:10]1[CH2:14][C:13]([CH3:15])=[CH:12][N:11]1[C:16]([C:18]1[CH:23]=[C:22]([O:24][CH3:25])[C:21]([O:26][Si:27]([CH:34]([CH3:36])[CH3:35])([CH:31]([CH3:33])[CH3:32])[CH:28]([CH3:30])[CH3:29])=[CH:20][C:19]=1[N+:37]([O-])=O)=[O:17])([C:4]([CH3:7])([CH3:6])[CH3:5])([CH3:3])[CH3:2]. The catalyst is C(O)=O.C(O)C.[Zn]. The product is [NH2:37][C:19]1[CH:20]=[C:21]([O:26][Si:27]([CH:28]([CH3:29])[CH3:30])([CH:34]([CH3:36])[CH3:35])[CH:31]([CH3:33])[CH3:32])[C:22]([O:24][CH3:25])=[CH:23][C:18]=1[C:16]([N:11]1[CH:12]=[C:13]([CH3:15])[CH2:14][C@H:10]1[CH2:9][O:8][Si:1]([C:4]([CH3:7])([CH3:6])[CH3:5])([CH3:2])[CH3:3])=[O:17]. The yield is 0.800.